Task: Predict the product of the given reaction.. Dataset: Forward reaction prediction with 1.9M reactions from USPTO patents (1976-2016) Given the reactants B(Br)(Br)Br.C[O:6][C:7]1[CH:15]=[CH:14][C:10]([C:11]([OH:13])=[O:12])=[C:9]([C:16]2[CH:21]=[CH:20][C:19]([F:22])=[CH:18][CH:17]=2)[CH:8]=1, predict the reaction product. The product is: [OH:6][C:7]1[CH:15]=[CH:14][C:10]([C:11]([OH:13])=[O:12])=[C:9]([C:16]2[CH:21]=[CH:20][C:19]([F:22])=[CH:18][CH:17]=2)[CH:8]=1.